Dataset: Reaction yield outcomes from USPTO patents with 853,638 reactions. Task: Predict the reaction yield, written as a fraction of the theoretical maximum amount of product (1.0 means a 100% yield; for example, 0.34 means a 34% yield). (1) The reactants are [CH2:1]([N:3]=[C:4]=[S:5])[CH3:2].[S:6]1[CH:10]=[CH:9][CH:8]=[C:7]1[CH2:11][CH2:12][NH2:13].C(N(CC)CC)C.Cl. The catalyst is ClCCl.O. The product is [CH2:1]([NH:3][C:4]([NH:13][CH2:12][CH2:11][C:7]1[S:6][CH:10]=[CH:9][CH:8]=1)=[S:5])[CH3:2]. The yield is 0.890. (2) The reactants are [OH:1][C:2]([CH3:7])([CH3:6])[C:3]([OH:5])=[O:4].O1[B:13]([C@@H:14]([NH:19][C:20](=[O:33])[CH2:21][NH:22][C:23](=[O:32])[C:24]2[CH:29]=[C:28]([Cl:30])[CH:27]=[CH:26][C:25]=2[Cl:31])[CH2:15][CH:16]([CH3:18])[CH3:17])O[B:13]([C@@H:14]([NH:19][C:20](=[O:33])[CH2:21][NH:22][C:23](=[O:32])[C:24]2[CH:29]=[C:28]([Cl:30])[CH:27]=[CH:26][C:25]=2[Cl:31])[CH2:15][CH:16]([CH3:18])[CH3:17])O[B:13]1[C@@H:14]([NH:19][C:20](=[O:33])[CH2:21][NH:22][C:23](=[O:32])[C:24]1[CH:29]=[C:28]([Cl:30])[CH:27]=[CH:26][C:25]=1[Cl:31])[CH2:15][CH:16]([CH3:18])[CH3:17]. The catalyst is CCOC(C)=O. The product is [Cl:31][C:25]1[CH:26]=[CH:27][C:28]([Cl:30])=[CH:29][C:24]=1[C:23]([NH:22][CH2:21][C:20]([NH:19][C@H:14]([B:13]1[O:1][C:2]([CH3:7])([CH3:6])[C:3](=[O:5])[O:4]1)[CH2:15][CH:16]([CH3:18])[CH3:17])=[O:33])=[O:32]. The yield is 0.960. (3) The reactants are [C:1]1([C:7]2[O:8][C:9]([CH2:15][CH2:16][CH3:17])=[C:10]([CH2:12][CH2:13][OH:14])[N:11]=2)[CH:6]=[CH:5][CH:4]=[CH:3][CH:2]=1.C(N(CC)CC)C.CS(Cl)(=O)=O.[NH4+].[Cl-].C([O-])([O-])=O.[Cs+].[Cs+].[CH2:38]([O:40][C:41](=[O:53])[C:42]([O:45][C:46]1[CH:51]=[CH:50][C:49](O)=[CH:48][CH:47]=1)([CH3:44])[CH3:43])[CH3:39]. The catalyst is C(Cl)Cl.CN(C=O)C. The product is [CH2:38]([O:40][C:41](=[O:53])[C:42]([CH3:44])([O:45][C:46]1[CH:51]=[CH:50][C:49]([O:14][CH2:13][CH2:12][C:10]2[N:11]=[C:7]([C:1]3[CH:2]=[CH:3][CH:4]=[CH:5][CH:6]=3)[O:8][C:9]=2[CH2:15][CH2:16][CH3:17])=[CH:48][CH:47]=1)[CH3:43])[CH3:39]. The yield is 0.460. (4) The reactants are [N+:1]([C:4]1[CH:5]=[C:6]([CH:8]=[CH:9][CH:10]=1)[NH2:7])([O-:3])=[O:2].C(N(CC)CC)C.[C:18](O[C:18]([O:20][C:21]([CH3:24])([CH3:23])[CH3:22])=[O:19])([O:20][C:21]([CH3:24])([CH3:23])[CH3:22])=[O:19]. The catalyst is CN(C1C=CN=CC=1)C.C(Cl)Cl. The product is [N+:1]([C:4]1[CH:5]=[C:6]([NH:7][C:18](=[O:19])[O:20][C:21]([CH3:24])([CH3:23])[CH3:22])[CH:8]=[CH:9][CH:10]=1)([O-:3])=[O:2]. The yield is 0.480.